This data is from Forward reaction prediction with 1.9M reactions from USPTO patents (1976-2016). The task is: Predict the product of the given reaction. (1) The product is: [NH2:28][C:15]1[CH:16]=[C:17]([C:20]2[CH:21]=[CH:22][C:23]([O:26][CH3:27])=[CH:24][CH:25]=2)[CH:18]=[CH:19][C:14]=1[C:12]([NH:11][C@@H:6]([CH:1]1[CH2:2][CH2:3][CH2:4][CH2:5]1)[C:7]([O:9][CH3:10])=[O:8])=[O:13]. Given the reactants [CH:1]1([C@H:6]([NH:11][C:12]([C:14]2[CH:19]=[CH:18][C:17]([C:20]3[CH:25]=[CH:24][C:23]([O:26][CH3:27])=[CH:22][CH:21]=3)=[CH:16][C:15]=2[N+:28]([O-])=O)=[O:13])[C:7]([O:9][CH3:10])=[O:8])[CH2:5][CH2:4][CH2:3][CH2:2]1, predict the reaction product. (2) The product is: [Cl-:8].[CH3:11][N+:12]([CH2:7][C:6]1[CH:9]=[CH:10][C:3]([CH:1]=[CH2:2])=[CH:4][CH:5]=1)([CH3:13])[CH2:14][CH2:15][CH2:16][CH2:17][CH2:18][CH2:19][CH2:20][CH2:21][CH2:22][CH2:23][CH2:24][CH2:25][CH2:26][CH2:27][CH2:28][CH2:29][CH2:30][CH3:31]. Given the reactants [CH:1]([C:3]1[CH:10]=[CH:9][C:6]([CH2:7][Cl:8])=[CH:5][CH:4]=1)=[CH2:2].[CH3:11][N:12]([CH2:14][CH2:15][CH2:16][CH2:17][CH2:18][CH2:19][CH2:20][CH2:21][CH2:22][CH2:23][CH2:24][CH2:25][CH2:26][CH2:27][CH2:28][CH2:29][CH2:30][CH3:31])[CH3:13], predict the reaction product. (3) Given the reactants [Br:1][C:2]1[CH:3]=[C:4]([N+:16]([O-])=O)[C:5]([C:8]2[CH:13]=[CH:12][C:11]([S:14][CH3:15])=[CH:10][CH:9]=2)=[N:6][CH:7]=1.C1(P(C2C=CC=CC=2)CCP(C2C=CC=CC=2)C2C=CC=CC=2)C=CC=CC=1, predict the reaction product. The product is: [Br:1][C:2]1[CH:7]=[N:6][C:5]2[C:8]3[CH:13]=[CH:12][C:11]([S:14][CH3:15])=[CH:10][C:9]=3[NH:16][C:4]=2[CH:3]=1. (4) Given the reactants [NH2:1][CH2:2][C:3]1[C:8]([CH3:9])=[N:7][C:6]2[N:10]([CH2:13][CH3:14])[N:11]=[CH:12][C:5]=2[C:4]=1[NH:15][CH:16]1[CH2:21][CH2:20][O:19][CH2:18][CH2:17]1.[CH3:22][C:23]1[S:24][C:25]([C:28](O)=[O:29])=[CH:26][N:27]=1, predict the reaction product. The product is: [CH2:13]([N:10]1[C:6]2=[N:7][C:8]([CH3:9])=[C:3]([CH2:2][NH:1][C:28]([C:25]3[S:24][C:23]([CH3:22])=[N:27][CH:26]=3)=[O:29])[C:4]([NH:15][CH:16]3[CH2:17][CH2:18][O:19][CH2:20][CH2:21]3)=[C:5]2[CH:12]=[N:11]1)[CH3:14]. (5) Given the reactants [C:1]1([C:24]2[CH:29]=[CH:28][CH:27]=[CH:26][CH:25]=2)[CH:6]=[CH:5][C:4]([CH2:7][C@@H:8]([NH:16][C:17]([C:19]2[NH:20][N:21]=[N:22][CH:23]=2)=[O:18])[CH2:9][C@@H:10]([CH2:14][OH:15])[C:11]([OH:13])=[O:12])=[CH:3][CH:2]=1.Cl.[CH3:31][O:32][CH2:33][CH2:34][O:35][CH2:36][CH2:37]O, predict the reaction product. The product is: [CH3:31][O:32][CH2:33][CH2:34][O:35][CH2:36][CH2:37][O:12][C:11](=[O:13])[C@H:10]([CH2:14][OH:15])[CH2:9][C@H:8]([NH:16][C:17]([C:19]1[NH:20][N:21]=[N:22][CH:23]=1)=[O:18])[CH2:7][C:4]1[CH:5]=[CH:6][C:1]([C:24]2[CH:25]=[CH:26][CH:27]=[CH:28][CH:29]=2)=[CH:2][CH:3]=1. (6) Given the reactants [Br:1][C:2]1[C:3]([OH:17])=[CH:4][C:5]2[C:6]([CH3:16])([CH3:15])[CH2:7][CH:8]=[C:9]([CH:12]([CH3:14])[CH3:13])[C:10]=2[CH:11]=1.I[CH:19]([CH3:21])[CH3:20], predict the reaction product. The product is: [Br:1][C:2]1[CH:11]=[C:10]2[C:5](=[CH:4][C:3]=1[O:17][CH2:20][CH2:19][CH3:21])[C:6]([CH3:15])([CH3:16])[CH2:7][CH:8]=[C:9]2[CH:12]([CH3:13])[CH3:14].